Dataset: Forward reaction prediction with 1.9M reactions from USPTO patents (1976-2016). Task: Predict the product of the given reaction. The product is: [CH3:1][C:2]1[C:6]([CH2:7][N:8]2[CH:12]=[C:11]([N:13]3[C:17](=[O:18])[CH2:16][N:15]([CH2:25][CH2:24][C:23]4[CH:27]=[CH:28][CH:29]=[CH:30][C:22]=4[F:21])[C:14]3=[O:19])[CH:10]=[N:9]2)=[C:5]([CH3:20])[O:4][N:3]=1. Given the reactants [CH3:1][C:2]1[C:6]([CH2:7][N:8]2[CH:12]=[C:11]([N:13]3[C:17](=[O:18])[CH2:16][NH:15][C:14]3=[O:19])[CH:10]=[N:9]2)=[C:5]([CH3:20])[O:4][N:3]=1.[F:21][C:22]1[CH:30]=[CH:29][CH:28]=[CH:27][C:23]=1[CH2:24][CH2:25]Br, predict the reaction product.